This data is from Catalyst prediction with 721,799 reactions and 888 catalyst types from USPTO. The task is: Predict which catalyst facilitates the given reaction. (1) Reactant: CN(C)C(=O)[S:4][C:5]1[CH:10]=[CH:9][C:8]([CH2:11][C:12]2[CH:17]=[CH:16][CH:15]=[CH:14][CH:13]=2)=[CH:7][C:6]=1[NH2:18].[OH-].[K+].O. Product: [NH2:18][C:6]1[CH:7]=[C:8]([CH2:11][C:12]2[CH:13]=[CH:14][CH:15]=[CH:16][CH:17]=2)[CH:9]=[CH:10][C:5]=1[S:4][S:4][C:5]1[CH:10]=[CH:9][C:8]([CH2:11][C:12]2[CH:13]=[CH:14][CH:15]=[CH:16][CH:17]=2)=[CH:7][C:6]=1[NH2:18]. The catalyst class is: 196. (2) Reactant: C([O:3][C:4]([CH:6]1[CH2:12][CH2:11][CH2:10][CH2:9][N:8]([C:13]([O:15][C:16]([CH3:19])([CH3:18])[CH3:17])=[O:14])[CH2:7]1)=[O:5])C.[OH-].[Li+]. Product: [C:16]([O:15][C:13]([N:8]1[CH2:9][CH2:10][CH2:11][CH2:12][CH:6]([C:4]([OH:5])=[O:3])[CH2:7]1)=[O:14])([CH3:19])([CH3:17])[CH3:18]. The catalyst class is: 217. (3) Reactant: [CH3:1][O:2][C:3]1[C:8]([O:9][CH3:10])=[CH:7][CH:6]=[CH:5][C:4]=1[C:11]1[CH:18]=[CH:17][C:14]([C:15]#[N:16])=[C:13]([NH:19][CH:20]2[CH2:25][CH2:24][CH:23]([OH:26])[CH2:22][CH2:21]2)[CH:12]=1.C([OH:29])C.OO.[OH-].[Na+]. Product: [CH3:1][O:2][C:3]1[C:8]([O:9][CH3:10])=[CH:7][CH:6]=[CH:5][C:4]=1[C:11]1[CH:18]=[CH:17][C:14]([C:15]([NH2:16])=[O:29])=[C:13]([NH:19][CH:20]2[CH2:21][CH2:22][CH:23]([OH:26])[CH2:24][CH2:25]2)[CH:12]=1. The catalyst class is: 16. (4) Reactant: [CH2:1]1[C:4]2([CH2:7][N:6]([CH:8]3[CH2:13][CH2:12][CH:11]([OH:14])[CH2:10][CH2:9]3)[CH2:5]2)[CH2:3][O:2]1.[H-].[Na+].[Si:17]([O:24][CH2:25][C@H:26]1[CH2:37][CH2:36][C:35]2[S:34][C:33]3[C:28](=[C:29](Cl)[N:30]=[CH:31][N:32]=3)[C:27]1=2)([C:20]([CH3:23])([CH3:22])[CH3:21])([CH3:19])[CH3:18]. Product: [Si:17]([O:24][CH2:25][C@H:26]1[CH2:37][CH2:36][C:35]2[S:34][C:33]3[C:28](=[C:29]([O:14][CH:11]4[CH2:10][CH2:9][CH:8]([N:6]5[CH2:7][C:4]6([CH2:1][O:2][CH2:3]6)[CH2:5]5)[CH2:13][CH2:12]4)[N:30]=[CH:31][N:32]=3)[C:27]1=2)([C:20]([CH3:23])([CH3:21])[CH3:22])([CH3:19])[CH3:18]. The catalyst class is: 1. (5) Reactant: FC(F)(F)S(O[C:7]1[CH:12]=[CH:11][C:10]([C:13]([C:24]2[CH:29]=[CH:28][C:27]([F:30])=[CH:26][CH:25]=2)=[C:14]2[CH2:19][C:18]([CH3:21])([CH3:20])[CH2:17][C:16]([CH3:23])([CH3:22])[CH2:15]2)=[CH:9][CH:8]=1)(=O)=O.C([O-])([O-])=O.[Na+].[Na+].[O:39]1[CH:43]=[CH:42][C:41](B(O)O)=[CH:40]1. Product: [F:30][C:27]1[CH:26]=[CH:25][C:24]([C:13](=[C:14]2[CH2:15][C:16]([CH3:22])([CH3:23])[CH2:17][C:18]([CH3:20])([CH3:21])[CH2:19]2)[C:10]2[CH:9]=[CH:8][C:7]([C:40]3[O:39][CH:43]=[CH:42][CH:41]=3)=[CH:12][CH:11]=2)=[CH:29][CH:28]=1. The catalyst class is: 1. (6) Reactant: [Cl:1][C:2]1[CH:7]=[CH:6][CH:5]=[C:4]([F:8])[C:3]=1[NH2:9].CN(C)C=O.[C:15](Cl)(Cl)=[S:16]. Product: [Cl:1][C:2]1[CH:7]=[CH:6][CH:5]=[C:4]([F:8])[C:3]=1[N:9]=[C:15]=[S:16]. The catalyst class is: 159. (7) Reactant: [C:1]([O:5][C:6]([NH:8][C@@H:9]([CH2:13][C:14]1[CH:19]=[C:18]([F:20])[CH:17]=[C:16]([F:21])[CH:15]=1)[C:10]([OH:12])=[O:11])=[O:7])([CH3:4])([CH3:3])[CH3:2].O.[OH-].[Li+].S(OC)(O[CH3:29])(=O)=O.C(=O)(O)[O-].[Na+]. Product: [CH3:29][O:11][C:10](=[O:12])[C@@H:9]([NH:8][C:6]([O:5][C:1]([CH3:4])([CH3:2])[CH3:3])=[O:7])[CH2:13][C:14]1[CH:15]=[C:16]([F:21])[CH:17]=[C:18]([F:20])[CH:19]=1. The catalyst class is: 1. (8) Reactant: [CH3:1][C:2]1[NH:3][C:4](=[O:13])[C:5]([C:8]([O:10][CH2:11][CH3:12])=[O:9])=[CH:6][N:7]=1.C(N(C(C)C)CC)(C)C.[F:23][C:24]([F:37])([F:36])[S:25](O[S:25]([C:24]([F:37])([F:36])[F:23])(=[O:27])=[O:26])(=[O:27])=[O:26].O. Product: [CH3:1][C:2]1[N:3]=[C:4]([O:13][S:25]([C:24]([F:37])([F:36])[F:23])(=[O:27])=[O:26])[C:5]([C:8]([O:10][CH2:11][CH3:12])=[O:9])=[CH:6][N:7]=1. The catalyst class is: 26.